This data is from Kir2.1 potassium channel HTS with 301,493 compounds. The task is: Binary Classification. Given a drug SMILES string, predict its activity (active/inactive) in a high-throughput screening assay against a specified biological target. (1) The compound is Clc1cc(S(=O)(=O)N2CC(CCC2)C(=O)NCC2OCCC2)ccc1OC. The result is 0 (inactive). (2) The drug is OC1C(C2(C(C3C(C4C(=CC3)C(C(O)CC4)(C)C)(C(=O)C2)CO)(C1)C)C)C(O)(C)C(=O)/C=C\C(OC(=O)C)(C)C. The result is 0 (inactive). (3) The drug is S(Cc1oc(C(=O)N2CC(Nc3ccc(F)cc3)CCC2)cc1)C. The result is 1 (active). (4) The result is 0 (inactive). The compound is o1nc(CCCC(=O)NCCc2ccccc2)cc1c1ccc(OCC)cc1. (5) The molecule is Clc1ccc(S(=O)(=O)N2CCN(CC2)C(=O)C(Cn2nc(c(c2C)C)C)C)cc1. The result is 0 (inactive). (6) The compound is S(=O)(=O)(N)c1ccc(N2C(C(=C(O)C2=O)C(OCC)=O)c2c(OC)cc(OC)cc2)cc1. The result is 0 (inactive). (7) The drug is Clc1ccc(N2C(=O)C(N3CCN(CC3)c3c(OC)cccc3)CC2=O)cc1. The result is 0 (inactive). (8) The drug is Clc1c2c(sc1C(=O)NCC(=O)Nc1c(F)cccc1)cccc2. The result is 0 (inactive). (9) The molecule is Clc1c(NC(=O)COC(=O)C2(CCCC2)c2c(F)cccc2)ncc(c1)C(F)(F)F. The result is 0 (inactive).